Dataset: Catalyst prediction with 721,799 reactions and 888 catalyst types from USPTO. Task: Predict which catalyst facilitates the given reaction. Reactant: [H-].[Na+].[CH2:3]([O:5][C:6]([C:8]1[NH:16][C:11]2=[CH:12][N:13]=[CH:14][CH:15]=[C:10]2[CH:9]=1)=[O:7])[CH3:4].[CH3:17]I.[NH4+].[Cl-]. The catalyst class is: 3. Product: [CH2:3]([O:5][C:6]([C:8]1[N:16]([CH3:17])[C:11]2=[CH:12][N:13]=[CH:14][CH:15]=[C:10]2[CH:9]=1)=[O:7])[CH3:4].